Task: Predict the product of the given reaction.. Dataset: Forward reaction prediction with 1.9M reactions from USPTO patents (1976-2016) Given the reactants [Cl:1][C:2]1[CH:3]=[N:4][CH:5]=[C:6]([OH:8])[CH:7]=1.CN(C=O)C.C(O[K])(C)(C)C.[CH3:20][O:21][CH2:22]Cl, predict the reaction product. The product is: [Cl:1][C:2]1[CH:3]=[N:4][CH:5]=[C:6]([O:8][CH2:20][O:21][CH3:22])[CH:7]=1.